This data is from Full USPTO retrosynthesis dataset with 1.9M reactions from patents (1976-2016). The task is: Predict the reactants needed to synthesize the given product. Given the product [OH:9][N:8]1[C:4]2[CH:5]=[CH:6][CH:7]=[C:2]([CH3:1])[C:3]=2[N:11]=[C:12]1[CH3:13], predict the reactants needed to synthesize it. The reactants are: [CH3:1][C:2]1[CH:7]=[CH:6][CH:5]=[C:4]([N+:8]([O-])=[O:9])[C:3]=1[NH:11][C:12](=O)[CH3:13].S(S([O-])=O)([O-])=O.[Na+].[Na+].Cl.